This data is from Full USPTO retrosynthesis dataset with 1.9M reactions from patents (1976-2016). The task is: Predict the reactants needed to synthesize the given product. Given the product [CH2:18]([C:22]1([N:29]2[CH2:33][CH2:32][CH2:31][CH2:30]2)[CH2:27][CH2:26][C:25]([C:10]2[NH:11][C:12]3[C:17]([C:9]=2[CH2:8][CH2:7][C:4]2[CH:3]=[CH:2][N:1]=[CH:6][CH:5]=2)=[CH:16][CH:15]=[CH:14][CH:13]=3)([C:10]2[NH:11][C:12]3[C:17]([C:9]=2[CH2:8][CH2:7][C:4]2[CH:5]=[CH:6][N:1]=[CH:2][CH:3]=2)=[CH:16][CH:15]=[CH:14][CH:13]=3)[CH2:24][CH2:23]1)[CH2:19][CH2:20][CH3:21], predict the reactants needed to synthesize it. The reactants are: [N:1]1[CH:6]=[CH:5][C:4]([CH2:7][CH2:8][C:9]2[C:17]3[C:12](=[CH:13][CH:14]=[CH:15][CH:16]=3)[NH:11][CH:10]=2)=[CH:3][CH:2]=1.[CH2:18]([C:22]1([N:29]2[CH2:33][CH2:32][CH2:31][CH2:30]2)[CH2:27][CH2:26][C:25](=O)[CH2:24][CH2:23]1)[CH2:19][CH2:20][CH3:21].FC(F)(F)S(O)(=O)=O.